Predict the reactants needed to synthesize the given product. From a dataset of Full USPTO retrosynthesis dataset with 1.9M reactions from patents (1976-2016). Given the product [F:1][C:2]1[CH:26]=[CH:25][CH:24]=[CH:23][C:3]=1[CH2:4][O:5][C:6]1[CH:7]=[CH:8][C:9]([C:12](=[O:22])[CH2:13][CH2:14][C:15]([OH:17])=[O:16])=[CH:10][CH:11]=1, predict the reactants needed to synthesize it. The reactants are: [F:1][C:2]1[CH:26]=[CH:25][CH:24]=[CH:23][C:3]=1[CH2:4][O:5][C:6]1[CH:11]=[CH:10][C:9]([C:12](=[O:22])[CH2:13][CH2:14][C:15]([O:17]C(C)(C)C)=[O:16])=[CH:8][CH:7]=1.FC(F)(F)C(O)=O.